Dataset: Forward reaction prediction with 1.9M reactions from USPTO patents (1976-2016). Task: Predict the product of the given reaction. (1) Given the reactants [Cl:1][C:2]1[C:3]([F:30])=[C:4]([CH2:8][C:9]2[CH:10]=[C:11]3[C:16](=[CH:17][C:18]=2F)[N:15]([C@@H:20]([CH:23]([CH3:25])[CH3:24])[CH2:21][OH:22])[CH:14]=[C:13]([C:26]([OH:28])=[O:27])[C:12]3=[O:29])[CH:5]=[CH:6][CH:7]=1.C[O-].[Na+].Cl.CCCCCCCCCCC[C:46](OC[C@@H](O)[C@H]1OC[C@H](O)[C@H]1O)=[O:47], predict the reaction product. The product is: [CH3:24][CH:23]([C@H:20]([N:15]1[C:16]2=[CH:17][C:18]([O:47][CH3:46])=[C:9]([CH2:8][C:4]3[CH:5]=[CH:6][CH:7]=[C:2]([Cl:1])[C:3]=3[F:30])[CH:10]=[C:11]2[C:12](=[O:29])[C:13]([C:26]([OH:28])=[O:27])=[CH:14]1)[CH2:21][OH:22])[CH3:25]. (2) Given the reactants [Br:1][C:2]1[CH:3]=[C:4]([NH:8][C:9]2[C:10]3[CH:18]=[C:17](F)[N:16]=[CH:15][C:11]=3[N:12]=[CH:13][N:14]=2)[CH:5]=[CH:6][CH:7]=1.[CH3:20][O:21][C:22]1[CH:29]=[CH:28][C:25]([CH2:26][NH2:27])=[CH:24][CH:23]=1, predict the reaction product. The product is: [Br:1][C:2]1[CH:3]=[C:4]([NH:8][C:9]2[C:10]3[CH:18]=[C:17]([NH:27][CH2:26][C:25]4[CH:28]=[CH:29][C:22]([O:21][CH3:20])=[CH:23][CH:24]=4)[N:16]=[CH:15][C:11]=3[N:12]=[CH:13][N:14]=2)[CH:5]=[CH:6][CH:7]=1.